Predict the reaction yield, written as a fraction of the theoretical maximum amount of product (1.0 means a 100% yield; for example, 0.34 means a 34% yield). From a dataset of Reaction yield outcomes from USPTO patents with 853,638 reactions. (1) The reactants are Cl.[NH:2]1[CH2:7][CH2:6][CH:5]([CH2:8][CH2:9][N:10]2[CH2:20][C:19]3[N:21]4[C:12](=[CH:13][N:14]=[C:15]4[CH:16]=[CH:17][CH:18]=3)[C:11]2=[O:22])[CH2:4][CH2:3]1.C1CCN2C(=NCCC2)CC1.C(N(CC)CC)C.[F:41][C:42]([F:55])([F:54])[S:43](O[S:43]([C:42]([F:55])([F:54])[F:41])(=[O:45])=[O:44])(=[O:45])=[O:44]. The product is [F:41][C:42]([F:55])([F:54])[S:43]([N:2]1[CH2:7][CH2:6][CH:5]([CH2:8][CH2:9][N:10]2[CH2:20][C:19]3[N:21]4[C:12](=[CH:13][N:14]=[C:15]4[CH:16]=[CH:17][CH:18]=3)[C:11]2=[O:22])[CH2:4][CH2:3]1)(=[O:45])=[O:44]. The yield is 0.350. The catalyst is C(#N)C. (2) The reactants are [F:1][C:2]1[CH:7]=[CH:6][C:5]([CH2:8][C:9]2[C:10]([N:16]3[CH2:22][C:21]4[CH:23]=[C:24]([C:27]5[N:32]=[C:31]6[S:33][C:34]([NH:36]C(=O)C7C=CC=CC=7)=[N:35][C:30]6=[CH:29][CH:28]=5)[CH:25]=[CH:26][C:20]=4[O:19][CH2:18][CH2:17]3)=[N:11][CH:12]=[N:13][C:14]=2[CH3:15])=[CH:4][CH:3]=1.[OH-].[Na+]. The catalyst is S(=O)(=O)(O)O. The product is [F:1][C:2]1[CH:3]=[CH:4][C:5]([CH2:8][C:9]2[C:10]([N:16]3[CH2:22][C:21]4[CH:23]=[C:24]([C:27]5[N:32]=[C:31]6[S:33][C:34]([NH2:36])=[N:35][C:30]6=[CH:29][CH:28]=5)[CH:25]=[CH:26][C:20]=4[O:19][CH2:18][CH2:17]3)=[N:11][CH:12]=[N:13][C:14]=2[CH3:15])=[CH:6][CH:7]=1. The yield is 0.370.